From a dataset of Full USPTO retrosynthesis dataset with 1.9M reactions from patents (1976-2016). Predict the reactants needed to synthesize the given product. (1) Given the product [Cl:1][C:2]1[CH:10]=[CH:9][CH:8]=[C:7]2[C:3]=1[C:4]([C:11]([NH:13][CH2:14][CH:15]1[CH2:20][CH2:19][C:18]([F:21])([F:22])[CH2:17][CH2:16]1)=[O:12])=[CH:5][N:6]2[CH2:30][CH:25]1[CH2:26][O:27][CH2:28][CH2:29][N:24]1[CH3:23], predict the reactants needed to synthesize it. The reactants are: [Cl:1][C:2]1[CH:10]=[CH:9][CH:8]=[C:7]2[C:3]=1[C:4]([C:11]([NH:13][CH2:14][CH:15]1[CH2:20][CH2:19][C:18]([F:22])([F:21])[CH2:17][CH2:16]1)=[O:12])=[CH:5][NH:6]2.[CH3:23][N:24]1[CH2:29][CH2:28][O:27][CH2:26][CH:25]1[CH2:30]O. (2) Given the product [Cl:1][C:2]1[CH:3]=[CH:4][C:5]2[N:6]([CH:7]=1)[C:19](=[O:20])[CH:18]=[C:22]([OH:23])[N:8]=2, predict the reactants needed to synthesize it. The reactants are: [Cl:1][C:2]1[CH:3]=[CH:4][C:5]([NH2:8])=[N:6][CH:7]=1.ClC1C=C(Cl)C=C(Cl)C=1[C:18](C1C(Cl)=CC(Cl)=CC=1Cl)([C:22]([O-])=[O:23])[C:19]([O-])=[O:20]. (3) Given the product [Cl:23][C:21]1[CH:22]=[C:17]([NH:16][C:14]2[C:15]3[N:7]([CH2:6][CH2:5][NH:4][C:40](=[O:41])[CH2:39][S:36]([CH3:35])(=[O:38])=[O:37])[CH:8]=[CH:9][C:10]=3[N:11]=[CH:12][N:13]=2)[CH:18]=[N:19][C:20]=1[O:24][C:25]1[CH:30]=[CH:29][CH:28]=[C:27]([C:31]([F:33])([F:32])[F:34])[CH:26]=1, predict the reactants needed to synthesize it. The reactants are: Cl.Cl.Cl.[NH2:4][CH2:5][CH2:6][N:7]1[C:15]2[C:14]([NH:16][C:17]3[CH:18]=[N:19][C:20]([O:24][C:25]4[CH:30]=[CH:29][CH:28]=[C:27]([C:31]([F:34])([F:33])[F:32])[CH:26]=4)=[C:21]([Cl:23])[CH:22]=3)=[N:13][CH:12]=[N:11][C:10]=2[CH:9]=[CH:8]1.[CH3:35][S:36]([CH2:39][C:40](O)=[O:41])(=[O:38])=[O:37].Cl.C(N=C=NCCCN(C)C)C.ON1C2C=CC=CC=2N=N1.